This data is from Forward reaction prediction with 1.9M reactions from USPTO patents (1976-2016). The task is: Predict the product of the given reaction. (1) Given the reactants C[O:2][C:3](=[O:35])[C:4]1[CH:9]=[CH:8][C:7]([NH:10][C:11](=[O:34])[CH:12]([C:19]2[CH:24]=[CH:23][C:22]([NH:25]C(C3C=NC=CC=3)=O)=[CH:21][CH:20]=2)[CH2:13][CH:14]2[CH2:18][CH2:17][CH2:16][CH2:15]2)=[N:6][CH:5]=1.[OH-:36].[Li+].[OH2:38], predict the reaction product. The product is: [CH:14]1([CH2:13][CH:12]([C:19]2[CH:24]=[CH:23][C:22]([N+:25]([O-:38])=[O:36])=[CH:21][CH:20]=2)[C:11]([NH:10][C:7]2[CH:8]=[CH:9][C:4]([C:3]([OH:2])=[O:35])=[CH:5][N:6]=2)=[O:34])[CH2:18][CH2:17][CH2:16][CH2:15]1. (2) Given the reactants [CH2:1]([O:3][CH:4]([O:12][CH2:13][CH3:14])[C:5]1[CH:10]=[CH:9][CH:8]=[CH:7][C:6]=1Br)[CH3:2].C([Li])CCC.CN(C)[CH:22]=[O:23].O, predict the reaction product. The product is: [CH2:1]([O:3][CH:4]([O:12][CH2:13][CH3:14])[C:5]1[CH:10]=[CH:9][CH:8]=[CH:7][C:6]=1[CH:22]=[O:23])[CH3:2]. (3) Given the reactants [NH2:1][C:2]1[CH:3]=[C:4]([CH2:8][C:9]([O:11][CH3:12])=[O:10])[CH:5]=[CH:6][CH:7]=1.[C:13](Cl)(=[O:22])[CH:14]=[CH:15][C:16]1[CH:21]=[CH:20][CH:19]=[CH:18][CH:17]=1, predict the reaction product. The product is: [C:13]([NH:1][C:2]1[CH:3]=[C:4]([CH2:8][C:9]([O:11][CH3:12])=[O:10])[CH:5]=[CH:6][CH:7]=1)(=[O:22])/[CH:14]=[CH:15]/[C:16]1[CH:21]=[CH:20][CH:19]=[CH:18][CH:17]=1. (4) Given the reactants [NH2:1][C@H:2]([C:8]([O:10][C:11]([CH3:14])([CH3:13])[CH3:12])=[O:9])[CH2:3][CH2:4][C:5]([OH:7])=[O:6].C(=O)([O-])[O-].[Na+].[Na+].[C:21](Cl)([O:23][CH2:24][CH:25]1[C:37]2[C:32](=[CH:33][CH:34]=[CH:35][CH:36]=2)[C:31]2[C:26]1=[CH:27][CH:28]=[CH:29][CH:30]=2)=[O:22].Cl.C(O)(=O)CC(CC(O)=O)(C(O)=O)O, predict the reaction product. The product is: [CH:36]1[C:37]2[CH:25]([CH2:24][O:23][C:21]([NH:1][C@H:2]([C:8]([O:10][C:11]([CH3:14])([CH3:13])[CH3:12])=[O:9])[CH2:3][CH2:4][C:5]([OH:7])=[O:6])=[O:22])[C:26]3[C:31](=[CH:30][CH:29]=[CH:28][CH:27]=3)[C:32]=2[CH:33]=[CH:34][CH:35]=1. (5) Given the reactants [Cl:1][C:2]1[CH:7]=[C:6]([F:8])[C:5](I)=[C:4]([O:10][CH3:11])[C:3]=1[F:12].[CH3:13][Sn:14]([CH3:20])([CH3:19])[Sn:14]([CH3:20])([CH3:19])[CH3:13], predict the reaction product. The product is: [Cl:1][C:2]1[CH:7]=[C:6]([F:8])[C:5]([Sn:14]([CH3:20])([CH3:19])[CH3:13])=[C:4]([O:10][CH3:11])[C:3]=1[F:12]. (6) Given the reactants Br[C:2]1[N:10]2[C:5]([N:6]=[N:7][C:8]3[C:14]([O:15][CH3:16])=[CH:13][C:12]([C:17]([F:20])([F:19])[F:18])=[CH:11][C:9]=32)=[C:4]([CH3:21])[N:3]=1.C(=O)([O-])[O-].[K+].[K+].[Cl:28][C:29]1[CH:34]=[CH:33][CH:32]=[CH:31][C:30]=1B(O)O, predict the reaction product. The product is: [Cl:28][C:29]1[CH:34]=[CH:33][CH:32]=[CH:31][C:30]=1[C:2]1[N:10]2[C:5]([N:6]=[N:7][C:8]3[C:14]([O:15][CH3:16])=[CH:13][C:12]([C:17]([F:20])([F:19])[F:18])=[CH:11][C:9]=32)=[C:4]([CH3:21])[N:3]=1. (7) Given the reactants [F:1][C:2]1[CH:7]=[C:6]([F:8])[CH:5]=[CH:4][C:3]=1[NH2:9].N1C=CC=CC=1.[F:16][C:17]([F:29])([F:28])[C:18]1[CH:23]=[CH:22][C:21]([S:24](Cl)(=[O:26])=[O:25])=[CH:20][CH:19]=1.Cl, predict the reaction product. The product is: [F:1][C:2]1[CH:7]=[C:6]([F:8])[CH:5]=[CH:4][C:3]=1[NH:9][S:24]([C:21]1[CH:20]=[CH:19][C:18]([C:17]([F:16])([F:28])[F:29])=[CH:23][CH:22]=1)(=[O:26])=[O:25]. (8) Given the reactants C([O:3][C:4]([C:6]1[NH:7][C:8]2[C:13]([CH:14]=1)=[CH:12][C:11](Br)=[CH:10][CH:9]=2)=[O:5])C.[CH2:16]1[O:24][C:23]2[CH:22]=[CH:21][C:20](B(O)O)=[CH:19][C:18]=2[O:17]1.Br[CH2:29][CH2:30][CH2:31][CH2:32][CH2:33][O:34][C:35]1[CH:40]=[CH:39][CH:38]=[CH:37][CH:36]=1.[C:41]([NH2:44])(=[O:43])[CH3:42], predict the reaction product. The product is: [C:41]([NH:44][C:14]1[C:13]2[C:8](=[CH:9][CH:10]=[C:11]([C:21]3[CH:20]=[CH:19][C:18]4[O:17][CH2:16][O:24][C:23]=4[CH:22]=3)[CH:12]=2)[N:7]([CH2:29][CH2:30][CH2:31][CH2:32][CH2:33][O:34][C:35]2[CH:40]=[CH:39][CH:38]=[CH:37][CH:36]=2)[C:6]=1[C:4]([OH:3])=[O:5])(=[O:43])[CH3:42].